This data is from Forward reaction prediction with 1.9M reactions from USPTO patents (1976-2016). The task is: Predict the product of the given reaction. (1) Given the reactants Cl[CH2:2][CH2:3][CH2:4][CH2:5][CH2:6][S:7][C:8]1[CH:13]=[CH:12][CH:11]=[CH:10][CH:9]=1.[CH3:14][CH:15]([CH3:31])[C:16]([NH:18][C:19]1[CH:24]=[CH:23][CH:22]=[C:21]([CH:25]2[CH2:30][CH2:29][NH:28][CH2:27][CH2:26]2)[CH:20]=1)=[O:17], predict the reaction product. The product is: [CH3:14][CH:15]([CH3:31])[C:16]([NH:18][C:19]1[CH:24]=[CH:23][CH:22]=[C:21]([CH:25]2[CH2:30][CH2:29][N:28]([CH2:2][CH2:3][CH2:4][CH2:5][CH2:6][S:7][C:8]3[CH:13]=[CH:12][CH:11]=[CH:10][CH:9]=3)[CH2:27][CH2:26]2)[CH:20]=1)=[O:17]. (2) Given the reactants CS(C)=O.[C:5](Cl)(=[O:9])[C:6](Cl)=[O:7].[OH:11][CH:12]1[CH2:28][CH2:27][CH2:26][CH2:25][C:15]2[CH:16]=[C:17]3[C:22](=[CH:23][C:14]=2[CH2:13]1)[O:21][C:20](=[O:24])[CH:19]=[CH:18]3.C(N(CC)CC)C, predict the reaction product. The product is: [O:7]=[C:6]1[CH2:18][C:17]2[C:22](=[CH:23][CH:14]=[CH:15][CH:16]=2)[O:21][C:5]1=[O:9].[O:21]1[C:22]2[C:17](=[CH:16][C:15]3[CH2:25][CH2:26][CH2:27][CH2:28][C:12](=[O:11])[CH2:13][C:14]=3[CH:23]=2)[CH:18]=[CH:19][C:20]1=[O:24].